From a dataset of Catalyst prediction with 721,799 reactions and 888 catalyst types from USPTO. Predict which catalyst facilitates the given reaction. The catalyst class is: 3. Product: [F:13][C:14]1[C:22]([NH:23][S:24]([CH2:27][CH2:28][CH3:29])(=[O:25])=[O:26])=[CH:21][CH:20]=[C:19]([F:30])[C:15]=1[C:16]([NH:1][C:2]1[CH:3]=[C:4]2[C:10]([CH2:11][OH:12])=[N:9][NH:8][C:5]2=[N:6][CH:7]=1)=[O:17]. Reactant: [NH2:1][C:2]1[CH:3]=[C:4]2[C:10]([CH2:11][OH:12])=[N:9][NH:8][C:5]2=[N:6][CH:7]=1.[F:13][C:14]1[C:22]([NH:23][S:24]([CH2:27][CH2:28][CH3:29])(=[O:26])=[O:25])=[CH:21][CH:20]=[C:19]([F:30])[C:15]=1[C:16](O)=[O:17].CCN=C=NCCCN(C)C.C1C=CC2N(O)N=NC=2C=1.